From a dataset of Aqueous solubility values for 9,982 compounds from the AqSolDB database. Regression/Classification. Given a drug SMILES string, predict its absorption, distribution, metabolism, or excretion properties. Task type varies by dataset: regression for continuous measurements (e.g., permeability, clearance, half-life) or binary classification for categorical outcomes (e.g., BBB penetration, CYP inhibition). For this dataset (solubility_aqsoldb), we predict Y. (1) The drug is C=CC1CC=CCC1. The Y is -3.34 log mol/L. (2) The Y is -6.94 log mol/L. The molecule is Clc1ccc(-c2c(Cl)cc(Cl)cc2Cl)cc1. (3) The drug is N#CN=C1NCCN1Cc1ccc(Cl)nc1. The Y is -2.63 log mol/L.